The task is: Predict the product of the given reaction.. This data is from Forward reaction prediction with 1.9M reactions from USPTO patents (1976-2016). Given the reactants [OH:1][C@H:2]1[CH2:7][CH2:6][C@H:5]([N:8]([C:24]([C@H:26]2[CH2:31][CH2:30][C@H:29]([CH3:32])[CH2:28][CH2:27]2)=[O:25])[C:9]2[CH:13]=[C:12]([C:14]3[CH2:19][CH2:18][C:17](=O)[CH2:16][CH:15]=3)[S:11][C:10]=2[C:21]([OH:23])=[O:22])[CH2:4][CH2:3]1.Cl.[CH2:34]([O:41][NH2:42])[C:35]1[CH:40]=[CH:39][CH:38]=[CH:37][CH:36]=1.C([O-])(=O)C.[Na+], predict the reaction product. The product is: [CH2:34]([O:41][N:42]=[C:17]1[CH2:18][CH2:19][C:14]([C:12]2[S:11][C:10]([C:21]([OH:23])=[O:22])=[C:9]([N:8]([C@H:5]3[CH2:6][CH2:7][C@H:2]([OH:1])[CH2:3][CH2:4]3)[C:24]([C@H:26]3[CH2:27][CH2:28][C@H:29]([CH3:32])[CH2:30][CH2:31]3)=[O:25])[CH:13]=2)=[CH:15][CH2:16]1)[C:35]1[CH:40]=[CH:39][CH:38]=[CH:37][CH:36]=1.